From a dataset of Full USPTO retrosynthesis dataset with 1.9M reactions from patents (1976-2016). Predict the reactants needed to synthesize the given product. (1) Given the product [CH3:17][C:16]1[O:15][N:14]=[C:13]([CH2:18][CH2:19][C:20]([F:21])([F:22])[F:23])[C:12]=1[CH2:11][O:10][C:7]1[CH:8]=[CH:9][C:4]([C:3]([NH:25][CH:26]2[CH2:31][CH2:30][O:29][CH2:28][CH2:27]2)=[O:24])=[CH:5][N:6]=1, predict the reactants needed to synthesize it. The reactants are: CO[C:3](=[O:24])[C:4]1[CH:9]=[CH:8][C:7]([O:10][CH2:11][C:12]2[C:13]([CH2:18][CH2:19][C:20]([F:23])([F:22])[F:21])=[N:14][O:15][C:16]=2[CH3:17])=[N:6][CH:5]=1.[NH2:25][CH:26]1[CH2:31][CH2:30][O:29][CH2:28][CH2:27]1. (2) Given the product [NH:23]1[CH2:22][CH:21]([CH2:20][NH:19][C:17]([C:6]2[C:7]3[N:11]=[C:10]([C:12]4[S:13][CH:14]=[CH:15][CH:16]=4)[NH:9][C:8]=3[C:3]([OH:2])=[CH:4][CH:5]=2)=[O:18])[CH2:24]1, predict the reactants needed to synthesize it. The reactants are: C[O:2][C:3]1[C:8]2[NH:9][C:10]([C:12]3[S:13][CH:14]=[CH:15][CH:16]=3)=[N:11][C:7]=2[C:6]([C:17]([NH:19][CH2:20][CH:21]2[CH2:24][N:23](C(OC(C)(C)C)=O)[CH2:22]2)=[O:18])=[CH:5][CH:4]=1.B(Br)(Br)Br. (3) Given the product [N:10]1([C:7]2[CH:6]=[CH:5][C:4]([C:3]([O:2][CH3:1])=[O:18])=[CH:9][CH:8]=2)[C:11]2[CH:16]=[CH:15][CH:14]=[CH:13][C:12]=2[N:17]=[CH:19]1, predict the reactants needed to synthesize it. The reactants are: [CH3:1][O:2][C:3](=[O:18])[C:4]1[CH:9]=[CH:8][C:7]([NH:10][C:11]2[CH:16]=[CH:15][CH:14]=[CH:13][C:12]=2[NH2:17])=[CH:6][CH:5]=1.[CH:19](O)=O. (4) The reactants are: C(N(CC)CC)C.[C:8](Cl)(=[O:10])[CH3:9].[Br:12][C:13]1[CH:21]=[CH:20][C:16]([CH2:17][NH:18][CH3:19])=[CH:15][CH:14]=1. Given the product [Br:12][C:13]1[CH:21]=[CH:20][C:16]([CH2:17][N:18]([CH3:19])[C:8](=[O:10])[CH3:9])=[CH:15][CH:14]=1, predict the reactants needed to synthesize it. (5) Given the product [CH2:33]([C@H:13]1[C:14]2[NH:15][C:16]3[CH:17]=[C:18]([O:31][CH3:32])[C:19]([O:29][CH3:30])=[CH:20][C:21]=3[C:22]=2[CH2:23][C@@H:24]2[C:6](=[O:5])[NH:8][C@@H:9]([CH3:37])[C:10](=[O:11])[N:12]12)[CH:34]([CH3:36])[CH3:35], predict the reactants needed to synthesize it. The reactants are: C([O:5][C:6]([NH:8][C@@H:9]([CH3:37])[C:10]([N:12]1[C@H:24](C(OC)=O)[CH2:23][C:22]2[C:21]3[C:16](=[CH:17][C:18]([O:31][CH3:32])=[C:19]([O:29][CH3:30])[CH:20]=3)[NH:15][C:14]=2[C@@H:13]1[CH2:33][CH:34]([CH3:36])[CH3:35])=[O:11])=O)(C)(C)C.C([C@H]1C2NC3C=C(OC)C(OC)=CC=3C=2C[C@H]2C(=O)N[C@@H](C)C(=O)N12)C(C)C.